From a dataset of Forward reaction prediction with 1.9M reactions from USPTO patents (1976-2016). Predict the product of the given reaction. The product is: [F:1][C:2]1[C:7]([F:8])=[CH:6][CH:5]=[CH:4][C:3]=1[CH2:9][O:10][C:27]1[CH:28]=[C:19]2[NH:18][C@H:23]([CH3:24])[CH2:22][CH2:21][N:20]2[C:25](=[O:30])[N:26]=1. Given the reactants [F:1][C:2]1[C:7]([F:8])=[CH:6][CH:5]=[CH:4][C:3]=1[CH2:9][OH:10].C(OC([N:18]1[C@H:23]([CH3:24])[CH2:22][CH2:21][N:20]2[C:25](=[O:30])[N:26]=[C:27](Cl)[CH:28]=[C:19]12)=O)(C)(C)C, predict the reaction product.